From a dataset of Catalyst prediction with 721,799 reactions and 888 catalyst types from USPTO. Predict which catalyst facilitates the given reaction. (1) Reactant: [CH3:1][O:2][C:3]([C@@H:5]1[C@H:10]([C:11]([OH:13])=[O:12])[CH2:9][CH:8]=[CH:7][CH2:6]1)=[O:4].C(=O)([O-])[O-].[K+].[K+].[CH2:20](Br)[C:21]1[CH:26]=[CH:25][CH:24]=[CH:23][CH:22]=1. Product: [C@@H:10]1([C:11]([O:13][CH2:20][C:21]2[CH:26]=[CH:25][CH:24]=[CH:23][CH:22]=2)=[O:12])[CH2:9][CH:8]=[CH:7][CH2:6][C@@H:5]1[C:3]([O:2][CH3:1])=[O:4]. The catalyst class is: 391. (2) Reactant: C(N(CC)CC)C.[OH:8][N:9]1[C:13](=[O:14])[C:12]2=[CH:15][CH:16]=[CH:17][CH:18]=[C:11]2[C:10]1=[O:19].[NH2:20][C:21]1[C:30]2[N:31]=[C:32]([CH2:45]Cl)[N:33]([CH2:34][CH2:35][CH2:36][NH:37][C:38](=[O:44])[O:39][C:40]([CH3:43])([CH3:42])[CH3:41])[C:29]=2[C:28]2[CH:27]=[CH:26][CH:25]=[CH:24][C:23]=2[N:22]=1. Product: [NH2:20][C:21]1[C:30]2[N:31]=[C:32]([CH2:45][O:8][N:9]3[C:10](=[O:19])[C:11]4[C:12](=[CH:15][CH:16]=[CH:17][CH:18]=4)[C:13]3=[O:14])[N:33]([CH2:34][CH2:35][CH2:36][NH:37][C:38](=[O:44])[O:39][C:40]([CH3:41])([CH3:43])[CH3:42])[C:29]=2[C:28]2[CH:27]=[CH:26][CH:25]=[CH:24][C:23]=2[N:22]=1. The catalyst class is: 18.